Dataset: Reaction yield outcomes from USPTO patents with 853,638 reactions. Task: Predict the reaction yield, written as a fraction of the theoretical maximum amount of product (1.0 means a 100% yield; for example, 0.34 means a 34% yield). (1) The yield is 0.310. The catalyst is O1CCOCC1. The product is [C:30]([N:27]1[CH2:28][CH2:29][N:24]([C:21]2[CH:22]=[CH:23][C:18]([NH:17][C:5]3[C:4]4[C:9](=[CH:10][CH:11]=[C:2]([C:6]5[CH:7]=[N:8][C:9]6[C:4]([CH:5]=5)=[CH:3][CH:2]=[CH:11][CH:10]=6)[CH:3]=4)[N:8]=[CH:7][C:6]=3[C:12]([O:14][CH2:15][CH3:16])=[O:13])=[CH:19][C:20]=2[C:34]([F:37])([F:35])[F:36])[CH2:25][CH2:26]1)(=[O:33])[CH2:31][CH3:32]. The reactants are Cl[C:2]1[CH:3]=[C:4]2[C:9](=[CH:10][CH:11]=1)[N:8]=[CH:7][C:6]([C:12]([O:14][CH2:15][CH3:16])=[O:13])=[C:5]2[NH:17][C:18]1[CH:23]=[CH:22][C:21]([N:24]2[CH2:29][CH2:28][N:27]([C:30](=[O:33])[CH2:31][CH3:32])[CH2:26][CH2:25]2)=[C:20]([C:34]([F:37])([F:36])[F:35])[CH:19]=1.B(O)O.C([O-])([O-])=O.[Na+].[Na+]. (2) The reactants are [CH:1]1[C:10]2[C:5](=[CH:6][CH:7]=[CH:8][CH:9]=2)[CH:4]=[CH:3][C:2]=1[N:11]=[C:12]=[S:13].[NH2:14][CH:15]([C:21]#[N:22])[C:16]([O:18][CH2:19][CH3:20])=[O:17]. The catalyst is CCO. The product is [NH2:22][C:21]1[S:13][C:12]([NH:11][C:2]2[CH:3]=[CH:4][C:5]3[C:10](=[CH:9][CH:8]=[CH:7][CH:6]=3)[CH:1]=2)=[N:14][C:15]=1[C:16]([O:18][CH2:19][CH3:20])=[O:17]. The yield is 0.670. (3) The reactants are [Cl:1][C:2]1[CH:3]=[C:4]([NH:17][C:18]2[C:27]3[C:22](=[CH:23][C:24]([O:36][CH2:37][CH2:38][O:39][CH3:40])=[C:25]([NH:28][C:29]([C@@H:31]4[CH2:35][CH2:34][CH2:33][NH:32]4)=[O:30])[CH:26]=3)[N:21]=[CH:20][N:19]=2)[CH:5]=[CH:6][C:7]=1[O:8][CH2:9][C:10]1[CH:15]=[CH:14][CH:13]=[C:12]([F:16])[CH:11]=1.[C:41](O)(=[O:44])[CH:42]=[CH2:43].N1C=CC=CC=1.Cl.CN(C)CCCN=C=NCC. The catalyst is C1COCC1. The product is [Cl:1][C:2]1[CH:3]=[C:4]([NH:17][C:18]2[C:27]3[C:22](=[CH:23][C:24]([O:36][CH2:37][CH2:38][O:39][CH3:40])=[C:25]([NH:28][C:29]([C@@H:31]4[CH2:35][CH2:34][CH2:33][N:32]4[C:41](=[O:44])[CH:42]=[CH2:43])=[O:30])[CH:26]=3)[N:21]=[CH:20][N:19]=2)[CH:5]=[CH:6][C:7]=1[O:8][CH2:9][C:10]1[CH:15]=[CH:14][CH:13]=[C:12]([F:16])[CH:11]=1. The yield is 0.170.